This data is from Reaction yield outcomes from USPTO patents with 853,638 reactions. The task is: Predict the reaction yield, written as a fraction of the theoretical maximum amount of product (1.0 means a 100% yield; for example, 0.34 means a 34% yield). The yield is 0.850. The reactants are C(O)(C(F)(F)F)=O.[NH2:8][C:9](=[O:49])[CH2:10][C:11]1[CH:48]=[CH:47][CH:46]=[CH:45][C:12]=1[CH2:13][CH2:14][C:15]1[C:20]([C:21]([F:24])([F:23])[F:22])=[CH:19][N:18]=[C:17]([NH:25][C:26]2[CH:27]=[CH:28][C:29]([CH:32]3[CH2:37][CH2:36][N:35](C(OC(C)(C)C)=O)[CH2:34][CH2:33]3)=[N:30][CH:31]=2)[N:16]=1. The catalyst is C(Cl)Cl. The product is [NH:35]1[CH2:36][CH2:37][CH:32]([C:29]2[N:30]=[CH:31][C:26]([NH:25][C:17]3[N:16]=[C:15]([CH2:14][CH2:13][C:12]4[CH:45]=[CH:46][CH:47]=[CH:48][C:11]=4[CH2:10][C:9]([NH2:8])=[O:49])[C:20]([C:21]([F:23])([F:22])[F:24])=[CH:19][N:18]=3)=[CH:27][CH:28]=2)[CH2:33][CH2:34]1.